The task is: Regression/Classification. Given a drug SMILES string, predict its toxicity properties. Task type varies by dataset: regression for continuous values (e.g., LD50, hERG inhibition percentage) or binary classification for toxic/non-toxic outcomes (e.g., AMES mutagenicity, cardiotoxicity, hepatotoxicity). Dataset: herg_karim.. This data is from hERG potassium channel inhibition data for cardiac toxicity prediction from Karim et al.. (1) The compound is CCN1CCN(c2cc3[nH]c(S[C@]4(C)CC[C@@H](c5nc(C)no5)CC4)nc3cc2Cl)CC1. The result is 1 (blocker). (2) The compound is Cc1ccc2c(N3CCN(CCc4cccc5c4OCc4c(C(=O)N6CCCC6)ncn4-5)CC3)cccc2n1. The result is 1 (blocker). (3) The compound is N#CC1(CNC(=O)c2cc(Cl)cc(Cl)c2)CCN(CCc2ccccc2)CC1. The result is 1 (blocker).